From a dataset of Full USPTO retrosynthesis dataset with 1.9M reactions from patents (1976-2016). Predict the reactants needed to synthesize the given product. (1) Given the product [F:12][C:3]1[CH:4]=[C:5]([C:8]([F:11])([F:10])[F:9])[CH:6]=[CH:7][C:2]=1[C:21]1[CH:22]=[CH:23][C:24]([NH:27][S:28]([CH3:31])(=[O:29])=[O:30])=[CH:25][CH:26]=1, predict the reactants needed to synthesize it. The reactants are: Br[C:2]1[CH:7]=[CH:6][C:5]([C:8]([F:11])([F:10])[F:9])=[CH:4][C:3]=1[F:12].CC1(C)C(C)(C)OB([C:21]2[CH:26]=[CH:25][C:24]([NH:27][S:28]([CH3:31])(=[O:30])=[O:29])=[CH:23][CH:22]=2)O1.O. (2) Given the product [NH2:11][C:9]1[N:8]=[CH:7][N:6]=[C:5]2[N:4]([CH:13]([C:15]3[O:16][C:17](=[O:31])[C:18]4[C:23]([C:24]=3[C:25]3[CH:30]=[CH:29][CH:28]=[CH:27][CH:26]=3)=[CH:22][CH:21]=[CH:20][CH:19]=4)[CH3:14])[N:3]=[C:2]([I:1])[C:10]=12.[NH2:11][C:9]1[C:10]2[C:5](=[N:4][N:3]([CH:13]([C:15]3[O:16][C:17](=[O:31])[C:18]4[C:23]([C:24]=3[C:25]3[CH:30]=[CH:29][CH:28]=[CH:27][CH:26]=3)=[CH:22][CH:21]=[CH:20][CH:19]=4)[CH3:14])[C:2]=2[I:1])[N:6]=[CH:7][N:8]=1, predict the reactants needed to synthesize it. The reactants are: [I:1][C:2]1[C:10]2[C:5](=[N:6][CH:7]=[N:8][C:9]=2[NH2:11])[NH:4][N:3]=1.Br[CH:13]([C:15]1[O:16][C:17](=[O:31])[C:18]2[C:23]([C:24]=1[C:25]1[CH:30]=[CH:29][CH:28]=[CH:27][CH:26]=1)=[CH:22][CH:21]=[CH:20][CH:19]=2)[CH3:14].C([O-])([O-])=O.[K+].[K+].O. (3) Given the product [C:8]([O:15][C@H:14]([C@@H:12]([C@@H:10]([CH2:32][OH:34])[OH:11])[OH:13])[CH:16]=[O:17])(=[O:9])[CH3:1], predict the reactants needed to synthesize it. The reactants are: [CH2:1]([C@@:8]1([O:15][C@H:14]([CH:16](CC2C=CC=CC=2)[OH:17])[C@:12](CC2C=CC=CC=2)([OH:13])[C@@:10]1([C:32](=[O:34])C)[OH:11])[OH:9])C1C=CC=CC=1.